This data is from Forward reaction prediction with 1.9M reactions from USPTO patents (1976-2016). The task is: Predict the product of the given reaction. (1) Given the reactants [CH:1]1([C:7]2[C:8]3[CH:9]=[CH:10][C:11]([C:47]([NH:49][S:50]([N:53]([CH2:55][CH:56](OC)[O:57]C)[CH3:54])(=[O:52])=[O:51])=[O:48])=[CH:12][C:13]=3[N:14]3[C:21]=2[C:20]2[CH:22]=[CH:23][C:24]([O:26][CH2:27][C:28]4[CH:33]=[CH:32][CH:31]=[CH:30][N:29]=4)=[CH:25][C:19]=2[O:18][CH2:17][C@H:16]([N:34]([CH3:46])[CH2:35][CH2:36][N:37](C)[C:38](=O)OC(C)(C)C)[CH2:15]3)[CH2:6][CH2:5][CH2:4][CH2:3][CH2:2]1, predict the reaction product. The product is: [CH:1]1([C:7]2[C:8]3[CH:9]=[CH:10][C:11]([C:47]([NH:49][S:50]([N:53]([CH3:54])[CH2:55][CH:56]=[O:57])(=[O:51])=[O:52])=[O:48])=[CH:12][C:13]=3[N:14]3[C:21]=2[C:20]2[CH:22]=[CH:23][C:24]([O:26][CH2:27][C:28]4[CH:33]=[CH:32][CH:31]=[CH:30][N:29]=4)=[CH:25][C:19]=2[O:18][CH2:17][C@H:16]([N:34]([CH3:46])[CH2:35][CH2:36][NH:37][CH3:38])[CH2:15]3)[CH2:6][CH2:5][CH2:4][CH2:3][CH2:2]1. (2) Given the reactants [CH2:1]([N:8]1[C:17]2[C:12](=[C:13]([CH:19]=[C:20]3[S:24][C:23](=[O:25])[NH:22][C:21]3=[O:26])[CH:14]=[CH:15][C:16]=2[OH:18])[CH2:11][CH2:10][C:9]1=[O:27])[C:2]1[CH:7]=[CH:6][CH:5]=[CH:4][CH:3]=1, predict the reaction product. The product is: [CH2:1]([N:8]1[C:17]2[C:12](=[C:13]([CH2:19][CH:20]3[S:24][C:23](=[O:25])[NH:22][C:21]3=[O:26])[CH:14]=[CH:15][C:16]=2[OH:18])[CH2:11][CH2:10][C:9]1=[O:27])[C:2]1[CH:7]=[CH:6][CH:5]=[CH:4][CH:3]=1. (3) Given the reactants [NH4+].[CH2:2]([N:9]1[CH2:16][CH:15]2[CH2:17][CH:11]([CH2:12][N:13]([C:18]3[N:19]=[N:20][NH:21][N:22]=3)[CH2:14]2)[CH2:10]1)[C:3]1[CH:8]=[CH:7][CH:6]=[CH:5][CH:4]=1.[CH2:23](I)[CH3:24].[OH-].[Na+], predict the reaction product. The product is: [CH2:2]([N:9]1[CH2:16][CH:15]2[CH2:17][CH:11]([CH2:12][N:13]([C:18]3[N:22]=[N:21][N:20]([CH2:23][CH3:24])[N:19]=3)[CH2:14]2)[CH2:10]1)[C:3]1[CH:4]=[CH:5][CH:6]=[CH:7][CH:8]=1.